Task: Predict the product of the given reaction.. Dataset: Forward reaction prediction with 1.9M reactions from USPTO patents (1976-2016) (1) Given the reactants [Cl:1][C:2]1[C:3]([O:12][C:13]2[CH:18]=[C:17]([O:19][CH2:20][CH2:21][O:22][CH3:23])[CH:16]=[CH:15][C:14]=2[CH2:24][OH:25])=[N:4][CH:5]=[C:6]([C:8]([F:11])([F:10])[F:9])[CH:7]=1.Cl[S:27]([N:30]=[C:31]=[O:32])(=[O:29])=[O:28].N1C=CC=CC=1.[CH:39]([NH2:42])([CH3:41])[CH3:40], predict the reaction product. The product is: [CH:39]([NH:42][S:27]([NH:30][C:31](=[O:32])[O:25][CH2:24][C:14]1[CH:15]=[CH:16][C:17]([O:19][CH2:20][CH2:21][O:22][CH3:23])=[CH:18][C:13]=1[O:12][C:3]1[C:2]([Cl:1])=[CH:7][C:6]([C:8]([F:9])([F:11])[F:10])=[CH:5][N:4]=1)(=[O:29])=[O:28])([CH3:41])[CH3:40]. (2) Given the reactants [CH3:1][C:2]1[O:3][C:4]([C:9]2[CH:14]=[CH:13][CH:12]=[C:11]([C:15]([F:18])([F:17])[F:16])[CH:10]=2)=[CH:5][C:6]=1[CH2:7]O.[NH:19]1[CH:23]=[C:22]([C:24]([O:26][CH2:27][CH3:28])=[O:25])[CH:21]=[N:20]1.C1(P(C2C=CC=CC=2)C2C=CC=CC=2)C=CC=CC=1.N(C(OCC)=O)=NC(OCC)=O.[Cl-].[NH4+], predict the reaction product. The product is: [CH3:1][C:2]1[O:3][C:4]([C:9]2[CH:14]=[CH:13][CH:12]=[C:11]([C:15]([F:18])([F:17])[F:16])[CH:10]=2)=[CH:5][C:6]=1[CH2:7][N:19]1[CH:23]=[C:22]([C:24]([O:26][CH2:27][CH3:28])=[O:25])[CH:21]=[N:20]1. (3) Given the reactants F[C:2]1[C:7]([Cl:8])=[CH:6][CH:5]=[CH:4][C:3]=1[N+:9]([O-:11])=[O:10].[CH3:12][NH2:13], predict the reaction product. The product is: [Cl:8][C:7]1[CH:6]=[CH:5][CH:4]=[C:3]([N+:9]([O-:11])=[O:10])[C:2]=1[NH:13][CH3:12]. (4) Given the reactants C(OC([NH:8][C@@H:9]([CH2:14][C:15]1[CH:20]=[CH:19][C:18]([O:21][CH2:22][CH2:23][CH2:24][CH3:25])=[CH:17][CH:16]=1)[C:10]([O:12][CH3:13])=[O:11])=O)(C)(C)C.[ClH:26], predict the reaction product. The product is: [ClH:26].[NH2:8][C@@H:9]([CH2:14][C:15]1[CH:16]=[CH:17][C:18]([O:21][CH2:22][CH2:23][CH2:24][CH3:25])=[CH:19][CH:20]=1)[C:10]([O:12][CH3:13])=[O:11]. (5) The product is: [C:1]([C:5]1[CH:15]=[CH:14][C:8]([O:9][CH2:10][C:11]([NH:34][CH2:35][C:36]2[CH:41]=[CH:40][C:39]([NH:42][S:43]([CH3:46])(=[O:45])=[O:44])=[C:38]([F:47])[CH:37]=2)=[O:13])=[CH:7][C:6]=1[O:16][CH2:17][CH2:18][O:19][CH3:20])([CH3:2])([CH3:3])[CH3:4]. Given the reactants [C:1]([C:5]1[CH:15]=[CH:14][C:8]([O:9][CH2:10][C:11]([OH:13])=O)=[CH:7][C:6]=1[O:16][CH2:17][CH2:18][O:19][CH3:20])([CH3:4])([CH3:3])[CH3:2].C(N1C=CN=C1)(N1C=CN=C1)=O.Cl.[NH2:34][CH2:35][C:36]1[CH:41]=[CH:40][C:39]([NH:42][S:43]([CH3:46])(=[O:45])=[O:44])=[C:38]([F:47])[CH:37]=1.C(N(CC)CC)C, predict the reaction product.